This data is from Forward reaction prediction with 1.9M reactions from USPTO patents (1976-2016). The task is: Predict the product of the given reaction. (1) The product is: [NH2:32][C:4]1[S:3][C:2]([C:43]2[CH:44]=[CH:45][CH:46]=[C:41]([F:40])[C:42]=2[C:50]([F:51])([F:53])[F:52])=[N:6][C:5]=1[C:7]([NH:8][C:9]1[CH:10]=[N:11][N:12]([CH3:30])[C:13]=1[C@@H:14]1[CH2:20][CH2:19][C@@H:18]([NH2:21])[C@H:17]([F:29])[CH2:16][O:15]1)=[O:31]. Given the reactants Br[C:2]1[S:3][C:4]([NH:32]C(=O)OC(C)(C)C)=[C:5]([C:7](=[O:31])[NH:8][C:9]2[CH:10]=[N:11][N:12]([CH3:30])[C:13]=2[C@@H:14]2[CH2:20][CH2:19][C@@H:18]([NH:21]C(OC(C)(C)C)=O)[C@H:17]([F:29])[CH2:16][O:15]2)[N:6]=1.[F:40][C:41]1[C:42]([C:50]([F:53])([F:52])[F:51])=[C:43](B(O)O)[CH:44]=[CH:45][CH:46]=1, predict the reaction product. (2) Given the reactants [Br:1][C:2]1[CH:3]=[CH:4][C:5]([C:8]2([CH2:11]O)[CH2:10][CH2:9]2)=[N:6][CH:7]=1.[CH2:13]([N:15](CC)[CH2:16]C)C.CS(Cl)(=O)=O, predict the reaction product. The product is: [Br:1][C:2]1[CH:3]=[CH:4][C:5]([C:8]2([CH2:11][N:15]([CH3:16])[CH3:13])[CH2:10][CH2:9]2)=[N:6][CH:7]=1. (3) Given the reactants [N:1]([CH2:4][C:5]1[N:10]=[CH:9][CH:8]=[CH:7]N=1)=[N+:2]=[N-:3].[CH:11](N(CC)C(C)C)(C)C.[Cl:20][C:21]1[CH:22]=[C:23]([C:28]2([C:45]([F:48])([F:47])[F:46])[O:32][N:31]=[C:30]([C:33]3[C:42]4[C:37](=[CH:38][CH:39]=[CH:40][CH:41]=4)[C:36]([C:43]#[CH:44])=[CH:35][CH:34]=3)[CH2:29]2)[CH:24]=[C:25]([Cl:27])[CH:26]=1, predict the reaction product. The product is: [Cl:20][C:21]1[CH:22]=[C:23]([C:28]2([C:45]([F:46])([F:48])[F:47])[O:32][N:31]=[C:30]([C:33]3[C:42]4[C:37](=[CH:38][CH:39]=[CH:40][CH:41]=4)[C:36]([C:43]4[N:3]=[N:2][N:1]([CH2:4][C:5]5[CH:11]=[CH:7][CH:8]=[CH:9][N:10]=5)[CH:44]=4)=[CH:35][CH:34]=3)[CH2:29]2)[CH:24]=[C:25]([Cl:27])[CH:26]=1. (4) The product is: [NH:17]1[C:6]2[CH:5]=[CH:4][CH:3]=[CH:2][C:1]=2[N:8]=[C:9]1[CH2:10][CH2:11][CH:12]([OH:16])[CH3:13]. Given the reactants [C:1]1([NH2:8])[CH:6]=[CH:5][CH:4]=[CH:3][C:2]=1N.[C:9](O)(=O)[CH2:10][CH2:11][CH:12]=[CH2:13].[OH-:16].[NH4+:17], predict the reaction product.